Task: Predict the product of the given reaction.. Dataset: Forward reaction prediction with 1.9M reactions from USPTO patents (1976-2016) (1) Given the reactants [N+:1]([C:4]1[CH:5]=[N:6][CH:7]=[CH:8][C:9]=1[NH:10][CH2:11][C@@H:12]1[CH2:16][CH2:15][N:14]([C:17]([O:19][C:20]([CH3:23])([CH3:22])[CH3:21])=[O:18])[CH2:13]1)([O-])=O, predict the reaction product. The product is: [NH2:1][C:4]1[CH:5]=[N:6][CH:7]=[CH:8][C:9]=1[NH:10][CH2:11][C@@H:12]1[CH2:16][CH2:15][N:14]([C:17]([O:19][C:20]([CH3:23])([CH3:22])[CH3:21])=[O:18])[CH2:13]1. (2) Given the reactants [CH3:1][C:2]1[S:6][C:5]([NH2:7])=[N:4][N:3]=1.C([O:10][C:11](=[O:17])[CH2:12][C:13](=O)[CH2:14]Br)C, predict the reaction product. The product is: [CH3:1][C:2]1[S:6][C:5]2=[N:7][C:13]([CH2:12][C:11]([OH:17])=[O:10])=[CH:14][N:4]2[N:3]=1. (3) Given the reactants Br.Br[CH2:3][C:4]([C:6]1[CH:7]=[N:8][CH:9]=[CH:10][CH:11]=1)=[O:5].[NH2:12][C:13]1[C:18]([N+:19]([O-:21])=[O:20])=[CH:17][CH:16]=[CH:15][C:14]=1[OH:22].C(=O)([O-])[O-].[K+].[K+].CC(C)=O, predict the reaction product. The product is: [NH2:12][C:13]1[C:18]([N+:19]([O-:21])=[O:20])=[CH:17][CH:16]=[CH:15][C:14]=1[O:22][CH2:3][C:4]([C:6]1[CH:7]=[N:8][CH:9]=[CH:10][CH:11]=1)=[O:5]. (4) Given the reactants [F:1][C:2]1[CH:22]=[CH:21][C:5]([CH2:6][CH:7]2[CH2:16][C:15]3[C:10](=[CH:11][CH:12]=[CH:13][CH:14]=3)[CH2:9][N:8]2[CH2:17][CH2:18][CH2:19][NH2:20])=[CH:4][CH:3]=1.[CH2:23]([N:30]=[C:31]=[O:32])[C:24]1[CH:29]=[CH:28][CH:27]=[CH:26][CH:25]=1, predict the reaction product. The product is: [CH2:23]([NH:30][C:31]([NH:20][CH2:19][CH2:18][CH2:17][N:8]1[CH:7]([CH2:6][C:5]2[CH:21]=[CH:22][C:2]([F:1])=[CH:3][CH:4]=2)[CH2:16][C:15]2[C:10](=[CH:11][CH:12]=[CH:13][CH:14]=2)[CH2:9]1)=[O:32])[C:24]1[CH:29]=[CH:28][CH:27]=[CH:26][CH:25]=1. (5) Given the reactants Cl[C:2]1[C:3]2[N:10]([CH2:11][CH2:12]Cl)[CH:9]=[CH:8][C:4]=2[N:5]=[CH:6][N:7]=1.[S:14]1[C:18]2[CH:19]=[CH:20][CH:21]=[C:22]([O:23][C:24]3[CH:30]=[CH:29][C:27]([NH2:28])=[CH:26][C:25]=3[Cl:31])[C:17]=2[CH:16]=[CH:15]1.C(=O)([O-])[O-].[K+].[K+].C(=O)([O-])O.[Na+], predict the reaction product. The product is: [S:14]1[C:18]2[CH:19]=[CH:20][CH:21]=[C:22]([O:23][C:24]3[CH:30]=[CH:29][C:27]([N:28]4[C:2]5[C:3]6=[C:4]([CH:8]=[CH:9][N:10]6[CH2:11][CH2:12]4)[N:5]=[CH:6][N:7]=5)=[CH:26][C:25]=3[Cl:31])[C:17]=2[CH:16]=[CH:15]1.